From a dataset of Forward reaction prediction with 1.9M reactions from USPTO patents (1976-2016). Predict the product of the given reaction. (1) Given the reactants [F:1][C:2]1[C:3]([C:15]2[N:16]([CH:21]([CH3:23])[CH3:22])[C:17]([CH3:20])=[N:18][CH:19]=2)=[N:4][C:5]([NH:8][C@H:9]2[CH2:13][CH2:12][C@@H:11]([NH2:14])[CH2:10]2)=[N:6][CH:7]=1.C(N(CC)CC)C.[CH3:31][S:32](Cl)(=[O:34])=[O:33].N, predict the reaction product. The product is: [F:1][C:2]1[C:3]([C:15]2[N:16]([CH:21]([CH3:23])[CH3:22])[C:17]([CH3:20])=[N:18][CH:19]=2)=[N:4][C:5]([NH:8][C@@H:9]2[CH2:13][CH2:12][C@H:11]([NH:14][S:32]([CH3:31])(=[O:34])=[O:33])[CH2:10]2)=[N:6][CH:7]=1. (2) Given the reactants [C-:1]#[N:2].[Na+].Br[CH2:5][C:6]1[C:7]2[CH:14]=[C:13]([F:15])[CH:12]=[CH:11][C:8]=2[S:9][CH:10]=1.C(OC(=O)C)C, predict the reaction product. The product is: [F:15][C:13]1[CH:12]=[CH:11][C:8]2[S:9][CH:10]=[C:6]([CH2:5][C:1]#[N:2])[C:7]=2[CH:14]=1. (3) Given the reactants [O:1]1[C:5]2([CH2:10][CH2:9][N:8]([C:11]([N:13]3[CH2:18][CH:17]([C:19]4[CH:24]=[CH:23][C:22]([C:25]([F:28])([F:27])[F:26])=[CH:21][CH:20]=4)[CH2:16][CH:15]([C:29]([O:31]C)=[O:30])[CH2:14]3)=[O:12])[CH2:7][CH2:6]2)[O:4][CH2:3][CH2:2]1.CC(C)([O-])C.[K+], predict the reaction product. The product is: [O:4]1[C:5]2([CH2:10][CH2:9][N:8]([C:11]([N:13]3[CH2:18][CH:17]([C:19]4[CH:24]=[CH:23][C:22]([C:25]([F:27])([F:26])[F:28])=[CH:21][CH:20]=4)[CH2:16][CH:15]([C:29]([OH:31])=[O:30])[CH2:14]3)=[O:12])[CH2:7][CH2:6]2)[O:1][CH2:2][CH2:3]1. (4) Given the reactants [F:1][C:2]1[CH:7]=[CH:6][C:5]([C:8]2[C:17]3[C:12](=[CH:13][C:14]([CH2:19][OH:20])=[C:15]([CH3:18])[CH:16]=3)[O:11][C:10](=[O:21])[CH:9]=2)=[CH:4][CH:3]=1, predict the reaction product. The product is: [F:1][C:2]1[CH:3]=[CH:4][C:5]([C:8]2[C:17]3[C:12](=[CH:13][C:14]([CH:19]=[O:20])=[C:15]([CH3:18])[CH:16]=3)[O:11][C:10](=[O:21])[CH:9]=2)=[CH:6][CH:7]=1. (5) Given the reactants [C:1]([C:5]1[CH:10]=[C:9]([S:11][CH3:12])[C:8]([CH3:13])=[CH:7][C:6]=1[OH:14])([CH3:4])([CH3:3])[CH3:2].[Cl:15][C:16]1[CH:21]=[C:20]([S:22]([C:25]([F:28])([F:27])[F:26])(=[O:24])=[O:23])[CH:19]=[CH:18][C:17]=1[N:29]=[C:30]=[O:31], predict the reaction product. The product is: [C:1]([C:5]1[C:6]([OH:14])=[C:7]([C:8]([CH3:13])=[C:9]([S:11][CH3:12])[CH:10]=1)[C:30]([NH:29][C:17]1[CH:18]=[CH:19][C:20]([S:22]([C:25]([F:26])([F:27])[F:28])(=[O:23])=[O:24])=[CH:21][C:16]=1[Cl:15])=[O:31])([CH3:4])([CH3:3])[CH3:2]. (6) Given the reactants [F:1][C:2]1[CH:7]=[CH:6][C:5]([C:8]2[N:9]=[C:10]([CH:13]3[CH2:18][CH2:17][CH2:16][N:15](C(OC(C)(C)C)=O)[CH2:14]3)[S:11][CH:12]=2)=[CH:4][CH:3]=1.[F:26][C:27]([F:32])([F:31])[C:28]([O-:30])=[O:29], predict the reaction product. The product is: [OH:30][C:28]([C:27]([F:32])([F:31])[F:26])=[O:29].[F:1][C:2]1[CH:7]=[CH:6][C:5]([C:8]2[N:9]=[C:10]([CH:13]3[CH2:18][CH2:17][CH2:16][NH:15][CH2:14]3)[S:11][CH:12]=2)=[CH:4][CH:3]=1. (7) Given the reactants [C:1]([O:5][CH2:6][CH3:7])(=[O:4])[C:2]#[CH:3].[CH2:8]([O:15][C:16]1[CH:21]=[CH:20][NH:19][C:18](=[O:22])[CH:17]=1)[C:9]1[CH:14]=[CH:13][CH:12]=[CH:11][CH:10]=1.C1(P(C2C=CC=CC=2)C2C=CC=CC=2)C=CC=CC=1, predict the reaction product. The product is: [CH2:8]([O:15][C:16]1[CH:21]=[CH:20][N:19]([C:2](=[CH2:3])[C:1]([O:5][CH2:6][CH3:7])=[O:4])[C:18](=[O:22])[CH:17]=1)[C:9]1[CH:10]=[CH:11][CH:12]=[CH:13][CH:14]=1. (8) Given the reactants [O:1]=[C:2]1[N:11]2[C:6]([CH:7]=[CH:8][CH:9]=[CH:10]2)=[CH:5][CH:4]=[C:3]1[C:12]([O:14]CC)=[O:13].[OH-].[Na+], predict the reaction product. The product is: [O:1]=[C:2]1[N:11]2[C:6]([CH:7]=[CH:8][CH:9]=[CH:10]2)=[CH:5][CH:4]=[C:3]1[C:12]([OH:14])=[O:13].